From a dataset of Forward reaction prediction with 1.9M reactions from USPTO patents (1976-2016). Predict the product of the given reaction. (1) Given the reactants [C@@H:1]1([C:12]2[CH:17]=[CH:16][C:15]([Cl:18])=[C:14]([CH2:19][C:20]3[S:21][C:22]([C:25]4[CH:30]=[CH:29][C:28]([CH:31]=[O:32])=[CH:27][CH:26]=4)=[CH:23][CH:24]=3)[CH:13]=2)[O:9][C@H:8]([CH2:10][OH:11])[C@@H:6]([OH:7])[C@H:4]([OH:5])[C@H:2]1[OH:3].[BH4-].[Na+], predict the reaction product. The product is: [C@@H:1]1([C:12]2[CH:17]=[CH:16][C:15]([Cl:18])=[C:14]([CH2:19][C:20]3[S:21][C:22]([C:25]4[CH:30]=[CH:29][C:28]([CH2:31][OH:32])=[CH:27][CH:26]=4)=[CH:23][CH:24]=3)[CH:13]=2)[O:9][C@H:8]([CH2:10][OH:11])[C@@H:6]([OH:7])[C@H:4]([OH:5])[C@H:2]1[OH:3]. (2) Given the reactants [Cl:1][C:2]1[CH:34]=[C:33]([Cl:35])[CH:32]=[C:31]([Cl:36])[C:3]=1[C:4]([NH:6][C:7]12[C:25](=[O:26])[C:24]3[C:19](=[C:20]([N+:27]([O-])=O)[CH:21]=[CH:22][CH:23]=3)[C:8]1([OH:30])[O:9][C:10]1[CH:15]=[C:14]([CH:16]([CH3:18])[CH3:17])[CH:13]=[CH:12][C:11]=12)=[O:5], predict the reaction product. The product is: [NH2:27][C:20]1[CH:21]=[CH:22][CH:23]=[C:24]2[C:19]=1[C:8](=[O:30])[C:7]1([NH:6][C:4](=[O:5])[C:3]3[C:2]([Cl:1])=[CH:34][C:33]([Cl:35])=[CH:32][C:31]=3[Cl:36])[C:11]3[CH:12]=[CH:13][C:14]([CH:16]([CH3:18])[CH3:17])=[CH:15][C:10]=3[O:9][C:25]12[OH:26].